This data is from Forward reaction prediction with 1.9M reactions from USPTO patents (1976-2016). The task is: Predict the product of the given reaction. (1) Given the reactants [CH3:1][C:2]1[N:7]=[C:6]([C:8]2[CH:17]=[C:16]([O:18][CH:19]3[CH2:36][CH:35]4[CH:21]([C:22](=[O:42])[N:23]([CH3:41])[CH2:24][CH2:25][CH2:26][CH2:27][CH:28]=[CH:29][CH:30]5[C:32]([C:38]([OH:40])=O)([NH:33][C:34]4=[O:37])[CH2:31]5)[CH2:20]3)[C:15]3[C:10](=[C:11]([CH3:45])[C:12]([O:43][CH3:44])=[CH:13][CH:14]=3)[N:9]=2)[CH:5]=[CH:4][CH:3]=1.C1N=CN(C(N2C=NC=C2)=O)C=1.[CH:58]1([S:61]([NH2:64])(=[O:63])=[O:62])[CH2:60][CH2:59]1.C1CCN2C(=NCCC2)CC1.C(O)(=O)CC(CC(O)=O)(C(O)=O)O, predict the reaction product. The product is: [CH3:1][C:2]1[N:7]=[C:6]([C:8]2[CH:17]=[C:16]([O:18][CH:19]3[CH2:36][CH:35]4[CH:21]([C:22](=[O:42])[N:23]([CH3:41])[CH2:24][CH2:25][CH2:26][CH2:27][CH:28]=[CH:29][CH:30]5[C:32]([C:38]([NH:64][S:61]([CH:58]6[CH2:60][CH2:59]6)(=[O:63])=[O:62])=[O:40])([NH:33][C:34]4=[O:37])[CH2:31]5)[CH2:20]3)[C:15]3[C:10](=[C:11]([CH3:45])[C:12]([O:43][CH3:44])=[CH:13][CH:14]=3)[N:9]=2)[CH:5]=[CH:4][CH:3]=1. (2) The product is: [Br:1][CH2:2][CH:3]([CH:5]1[O:10][C:9]2[CH:11]=[CH:12][CH:13]=[CH:14][C:8]=2[O:7][CH2:6]1)[OH:4]. Given the reactants [Br:1][CH2:2][C:3]([CH:5]1[O:10][C:9]2[CH:11]=[CH:12][CH:13]=[CH:14][C:8]=2[O:7][CH2:6]1)=[O:4].[BH4-].[Na+], predict the reaction product. (3) Given the reactants P(Cl)(Cl)(Cl)(Cl)Cl.O=P(Cl)(Cl)[Cl:9].O[C:13]1[CH:18]=[CH:17][N:16]=[CH:15][C:14]=1[N+:19]([O-:21])=[O:20], predict the reaction product. The product is: [Cl:9][C:13]1[CH:18]=[CH:17][N:16]=[CH:15][C:14]=1[N+:19]([O-:21])=[O:20]. (4) Given the reactants Cl.[NH2:2][C:3]1[CH:7]=[CH:6][NH:5][C:4]=1[C:8]([O:10][CH2:11][CH3:12])=[O:9].CCN(C(C)C)C(C)C.CC(O)=O.C([BH3-])#N.[Na+].[O:30]1[CH2:34][CH2:33][O:32][CH:31]1[C:35]1[CH:42]=[CH:41][CH:40]=[CH:39][C:36]=1[CH:37]=O, predict the reaction product. The product is: [O:30]1[CH2:34][CH2:33][O:32][CH:31]1[C:35]1[CH:42]=[CH:41][CH:40]=[CH:39][C:36]=1[CH2:37][NH:2][C:3]1[CH:7]=[CH:6][NH:5][C:4]=1[C:8]([O:10][CH2:11][CH3:12])=[O:9]. (5) Given the reactants FC(F)(F)S(O[C:7]1[CH:8]=[C:9]2[C:14](=[CH:15][C:16]=1[F:17])[C:13](=[O:18])[NH:12][C:11]([CH3:19])=[CH:10]2)(=O)=O.[CH3:22][N:23](C=O)C, predict the reaction product. The product is: [F:17][C:16]1[CH:15]=[C:14]2[C:9]([CH:10]=[C:11]([CH3:19])[NH:12][C:13]2=[O:18])=[CH:8][C:7]=1[C:22]#[N:23]. (6) Given the reactants [O:1]=[C:2]1[C:6]2([CH2:11][CH2:10][NH:9][CH2:8][CH2:7]2)[N:5]([C:12]2[CH:17]=[CH:16][CH:15]=[CH:14][CH:13]=2)[CH2:4][N:3]1[CH2:18][C:19]1[CH:31]=[CH:30][CH:29]=[CH:28][C:20]=1[C:21]([O:23][C:24]([CH3:27])([CH3:26])[CH3:25])=[O:22].[I-].[Na+].C(=O)([O-])[O-].[K+].[K+].Cl[CH2:41][CH2:42][CH2:43][N:44]1[C:52]2[C:47](=[CH:48][CH:49]=[CH:50][CH:51]=2)[C:46]([CH3:54])([CH3:53])[C:45]1=[O:55], predict the reaction product. The product is: [CH3:54][C:46]1([CH3:53])[C:47]2[C:52](=[CH:51][CH:50]=[CH:49][CH:48]=2)[N:44]([CH2:43][CH2:42][CH2:41][N:9]2[CH2:8][CH2:7][C:6]3([N:5]([C:12]4[CH:13]=[CH:14][CH:15]=[CH:16][CH:17]=4)[CH2:4][N:3]([CH2:18][C:19]4[CH:31]=[CH:30][CH:29]=[CH:28][C:20]=4[C:21]([O:23][C:24]([CH3:27])([CH3:25])[CH3:26])=[O:22])[C:2]3=[O:1])[CH2:11][CH2:10]2)[C:45]1=[O:55]. (7) Given the reactants [F:1][C:2]([F:11])([F:10])[C:3]1[CH:8]=[CH:7][CH:6]=[CH:5][C:4]=1[OH:9].C([O-])([O-])=O.[K+].[K+].C1(=O)O[CH2:21][CH2:20][O:19]1, predict the reaction product. The product is: [F:1][C:2]([F:10])([F:11])[C:3]1[CH:8]=[CH:7][CH:6]=[CH:5][C:4]=1[O:9][CH2:21][CH2:20][OH:19]. (8) Given the reactants [CH2:1]([C:8]1[CH:9]=[N:10][C:11]2[C:16]([C:17]=1[C:18]1[CH:19]=[C:20]([NH2:24])[CH:21]=[CH:22][CH:23]=1)=[CH:15][CH:14]=[CH:13][C:12]=2[C:25]([F:28])([F:27])[F:26])[C:2]1[CH:7]=[CH:6][CH:5]=[CH:4][CH:3]=1.[CH3:29][C:30]1[C:31]2[CH:40]=[CH:39][CH:38]=[CH:37][C:32]=2[S:33][C:34]=1[CH:35]=O, predict the reaction product. The product is: [CH2:1]([C:8]1[CH:9]=[N:10][C:11]2[C:16]([C:17]=1[C:18]1[CH:19]=[C:20]([NH:24][CH2:35][C:34]3[S:33][C:32]4[CH:37]=[CH:38][CH:39]=[CH:40][C:31]=4[C:30]=3[CH3:29])[CH:21]=[CH:22][CH:23]=1)=[CH:15][CH:14]=[CH:13][C:12]=2[C:25]([F:28])([F:26])[F:27])[C:2]1[CH:3]=[CH:4][CH:5]=[CH:6][CH:7]=1.